This data is from Forward reaction prediction with 1.9M reactions from USPTO patents (1976-2016). The task is: Predict the product of the given reaction. (1) The product is: [Cl:1][C:2]1[CH:3]=[C:4]([C:12]2[O:16][N:15]=[C:14]([C:17]3[CH:25]=[CH:24][C:23]([CH2:26][CH2:27][CH2:28][C:29]([OH:31])=[O:30])=[C:22]4[C:18]=3[CH:19]=[CH:20][N:21]4[CH2:34][CH3:35])[N:13]=2)[CH:5]=[CH:6][C:7]=1[O:8][CH:9]([CH3:11])[CH3:10]. Given the reactants [Cl:1][C:2]1[CH:3]=[C:4]([C:12]2[O:16][N:15]=[C:14]([C:17]3[CH:25]=[CH:24][C:23]([CH2:26][CH2:27][CH2:28][C:29]([O:31]CC)=[O:30])=[C:22]4[C:18]=3[CH:19]=[CH:20][N:21]4[CH2:34][CH3:35])[N:13]=2)[CH:5]=[CH:6][C:7]=1[O:8][CH:9]([CH3:11])[CH3:10].[OH-].[Na+].Cl, predict the reaction product. (2) Given the reactants [CH2:1]([O:3][C:4](=[O:31])[CH2:5][C:6]1[CH:11]=[CH:10][C:9]([NH:12][C:13]2[C:14]3[CH2:27][CH2:26][CH2:25][C:15]=3[N:16]=[C:17]([C:19]3[S:20][C:21]([Cl:24])=[CH:22][CH:23]=3)[N:18]=2)=[C:8]([N+:28]([O-])=O)[CH:7]=1)[CH3:2].O.C(=O)([O-])[O-].[Na+].[Na+], predict the reaction product. The product is: [CH2:1]([O:3][C:4](=[O:31])[CH2:5][C:6]1[CH:11]=[CH:10][C:9]([NH:12][C:13]2[C:14]3[CH2:27][CH2:26][CH2:25][C:15]=3[N:16]=[C:17]([C:19]3[S:20][C:21]([Cl:24])=[CH:22][CH:23]=3)[N:18]=2)=[C:8]([NH2:28])[CH:7]=1)[CH3:2]. (3) Given the reactants [F:1][C:2]1[CH:3]=[C:4]([CH:29]=[C:30]([N:32]2[CH2:37][CH2:36][CH2:35][CH2:34][CH2:33]2)[CH:31]=1)[C:5]([NH:7][C:8]1[C:17]2[C:12](=[CH:13][CH:14]=[CH:15][CH:16]=2)[C:11]([O:18][C:19]2[CH:24]=[CH:23][N:22]=[C:21](S(C)(=O)=O)[N:20]=2)=[CH:10][CH:9]=1)=[O:6].[C:38]([O:42][C:43](=[O:51])[NH:44][CH:45]1[CH2:50][CH2:49][NH:48][CH2:47][CH2:46]1)([CH3:41])([CH3:40])[CH3:39], predict the reaction product. The product is: [C:38]([O:42][C:43](=[O:51])[NH:44][CH:45]1[CH2:50][CH2:49][N:48]([C:21]2[N:20]=[C:19]([O:18][C:11]3[C:12]4[C:17](=[CH:16][CH:15]=[CH:14][CH:13]=4)[C:8]([NH:7][C:5](=[O:6])[C:4]4[CH:29]=[C:30]([N:32]5[CH2:37][CH2:36][CH2:35][CH2:34][CH2:33]5)[CH:31]=[C:2]([F:1])[CH:3]=4)=[CH:9][CH:10]=3)[CH:24]=[CH:23][N:22]=2)[CH2:47][CH2:46]1)([CH3:41])([CH3:39])[CH3:40].